From a dataset of Forward reaction prediction with 1.9M reactions from USPTO patents (1976-2016). Predict the product of the given reaction. (1) Given the reactants CC1C=CC(S(O[CH2:12][CH:13]2[O:18][C:17]3[CH:19]=[C:20]([Cl:23])[CH:21]=[CH:22][C:16]=3[O:15][CH2:14]2)(=O)=O)=CC=1.[CH2:24]([NH2:27])[CH2:25][CH3:26], predict the reaction product. The product is: [Cl:23][C:20]1[CH:21]=[CH:22][C:16]2[O:15][CH2:14][CH:13]([CH2:12][NH:27][CH2:24][CH2:25][CH3:26])[O:18][C:17]=2[CH:19]=1. (2) Given the reactants [CH2:1]([NH2:8])[CH2:2][CH2:3][CH2:4][CH2:5][CH2:6][CH3:7].[Br:9][CH2:10][C:11](Br)=[O:12], predict the reaction product. The product is: [Br:9][CH2:10][C:11]([NH:8][CH2:1][CH2:2][CH2:3][CH2:4][CH2:5][CH2:6][CH3:7])=[O:12]. (3) Given the reactants [CH3:1][N:2]([CH3:19])[C:3]1[N:7]([CH2:8][C:9]2[CH:14]=[CH:13][CH:12]=[CH:11][C:10]=2[F:15])[N:6]=[C:5]([C:16]([NH2:18])=O)[CH:4]=1.N1C=CC=CC=1.FC(F)(F)C(OC(=O)C(F)(F)F)=O, predict the reaction product. The product is: [CH3:1][N:2]([CH3:19])[C:3]1[N:7]([CH2:8][C:9]2[CH:14]=[CH:13][CH:12]=[CH:11][C:10]=2[F:15])[N:6]=[C:5]([C:16]#[N:18])[CH:4]=1. (4) Given the reactants [CH3:1][C:2]1[NH:3][C:4]2[C:9]([CH:10]=1)=[CH:8][C:7]([NH:11][C:12]1[CH:17]=[CH:16][N:15]=[C:14]3[CH:18]=[C:19]([C:21]([OH:23])=O)[S:20][C:13]=13)=[CH:6][CH:5]=2.[NH:24]1[CH2:28][CH2:27][CH2:26][C@@H:25]1[C:29]([OH:32])([CH3:31])[CH3:30], predict the reaction product. The product is: [OH:32][C:29]([C@H:25]1[CH2:26][CH2:27][CH2:28][N:24]1[C:21]([C:19]1[S:20][C:13]2[C:14](=[N:15][CH:16]=[CH:17][C:12]=2[NH:11][C:7]2[CH:6]=[C:5]3[C:4](=[CH:9][CH:8]=2)[NH:3][C:2]([CH3:10])=[CH:1]3)[CH:18]=1)=[O:23])([CH3:31])[CH3:30]. (5) Given the reactants [Br:1][C:2]1[CH:3]=[CH:4][C:5](I)=[C:6]([CH:8]=1)[NH2:7].C(=O)([O-])[O-].[K+].[K+].[C:16]1(B(O)O)[CH:21]=[CH:20][CH:19]=[CH:18][CH:17]=1, predict the reaction product. The product is: [Br:1][C:2]1[CH:3]=[CH:4][C:5]([C:16]2[CH:21]=[CH:20][CH:19]=[CH:18][CH:17]=2)=[C:6]([NH2:7])[CH:8]=1. (6) Given the reactants [Br:1][C:2]1[CH:3]=[CH:4][C:5]2[O:14][CH2:13][CH2:12][N:11]3[C:7](=[N:8][C:9](I)=[CH:10]3)[C:6]=2[CH:16]=1.CC[Mg+].[Br-].[C:21](=[O:23])=[O:22].Cl, predict the reaction product. The product is: [Br:1][C:2]1[CH:3]=[CH:4][C:5]2[O:14][CH2:13][CH2:12][N:11]3[C:7](=[N:8][C:9]([C:21]([OH:23])=[O:22])=[CH:10]3)[C:6]=2[CH:16]=1. (7) The product is: [Cl:1][C:2]1[CH:20]=[C:19]([O:21][CH3:22])[C:18]([O:23][CH2:24][C:25]2[C:30]([O:31][CH3:32])=[CH:29][CH:28]=[C:27]([F:33])[C:26]=2[F:34])=[CH:17][C:3]=1[NH:4][C:5]1[C:10]([N+:11]([O-:13])=[O:12])=[C:9]([O:14][CH3:15])[N:8]=[C:7]([CH:36]([C:37]([O:39][CH2:40][CH3:41])=[O:38])[C:35]([O:43][CH2:44][CH3:45])=[O:42])[N:6]=1. Given the reactants [Cl:1][C:2]1[CH:20]=[C:19]([O:21][CH3:22])[C:18]([O:23][CH2:24][C:25]2[C:30]([O:31][CH3:32])=[CH:29][CH:28]=[C:27]([F:33])[C:26]=2[F:34])=[CH:17][C:3]=1[NH:4][C:5]1[C:10]([N+:11]([O-:13])=[O:12])=[C:9]([O:14][CH3:15])[N:8]=[C:7](Cl)[N:6]=1.[C:35]([O:43][CH2:44][CH3:45])(=[O:42])[CH2:36][C:37]([O:39][CH2:40][CH3:41])=[O:38].C(=O)([O-])[O-].[Cs+].[Cs+].Cl, predict the reaction product. (8) Given the reactants [NH2:1][C:2]([NH2:4])=[O:3].[CH3:5][C:6]([C:16]1[CH:17]=[N:18][CH:19]=[C:20]([C:22]2[CH:23]=[N:24][C:25]3N[CH2:27][CH2:28][CH2:29][C:30]=3[CH:31]=2)[CH:21]=1)([CH3:15])[C:7]([N:9]1[CH2:14][CH2:13][O:12][CH2:11][CH2:10]1)=[O:8], predict the reaction product. The product is: [CH3:5][C:6]([C:16]1[CH:21]=[C:20]([C:22]2[CH:31]=[C:30]3[C:25](=[N:24][CH:23]=2)[N:1]([C:2]([NH2:4])=[O:3])[CH2:27][CH2:28][CH2:29]3)[CH:19]=[N:18][CH:17]=1)([CH3:15])[C:7]([N:9]1[CH2:10][CH2:11][O:12][CH2:13][CH2:14]1)=[O:8]. (9) Given the reactants [OH:1][CH2:2][CH2:3][N:4]([CH:22]([CH3:24])[CH3:23])[C:5]([C:7]1[S:8][C:9]2[CH2:10][CH2:11][O:12][C:13]3[CH:20]=[C:19](Br)[CH:18]=[CH:17][C:14]=3[C:15]=2[N:16]=1)=[O:6].[CH3:25][C:26]1[C:30](B2OC(C)(C)C(C)(C)O2)=[C:29]([CH3:40])[O:28][N:27]=1, predict the reaction product. The product is: [OH:1][CH2:2][CH2:3][N:4]([CH:22]([CH3:24])[CH3:23])[C:5]([C:7]1[S:8][C:9]2[CH2:10][CH2:11][O:12][C:13]3[CH:20]=[C:19]([C:30]4[C:26]([CH3:25])=[N:27][O:28][C:29]=4[CH3:40])[CH:18]=[CH:17][C:14]=3[C:15]=2[N:16]=1)=[O:6].